The task is: Regression. Given two drug SMILES strings and cell line genomic features, predict the synergy score measuring deviation from expected non-interaction effect.. This data is from NCI-60 drug combinations with 297,098 pairs across 59 cell lines. Drug 1: CCC(=C(C1=CC=CC=C1)C2=CC=C(C=C2)OCCN(C)C)C3=CC=CC=C3.C(C(=O)O)C(CC(=O)O)(C(=O)O)O. Drug 2: C1CCC(C(C1)N)N.C(=O)(C(=O)[O-])[O-].[Pt+4]. Cell line: M14. Synergy scores: CSS=14.6, Synergy_ZIP=-4.19, Synergy_Bliss=0.509, Synergy_Loewe=-11.8, Synergy_HSA=-2.03.